The task is: Predict the reaction yield, written as a fraction of the theoretical maximum amount of product (1.0 means a 100% yield; for example, 0.34 means a 34% yield).. This data is from Reaction yield outcomes from USPTO patents with 853,638 reactions. (1) The reactants are Br[CH2:2][CH2:3][CH2:4][OH:5].[NH:6]1[CH2:10][CH2:9][CH2:8][C@H:7]1[C:11]([NH2:13])=[O:12].C(=O)([O-])[O-].[K+].[K+]. The catalyst is C(#N)C. The product is [OH:5][CH2:4][CH2:3][CH2:2][N:6]1[CH2:10][CH2:9][CH2:8][C@H:7]1[C:11]([NH2:13])=[O:12]. The yield is 0.600. (2) The reactants are [C:1]([C:5]1[N:6]([CH3:17])[C:7]2[C:12]([CH:13]=1)=[CH:11][C:10]([N+:14]([O-])=O)=[CH:9][CH:8]=2)([CH3:4])([CH3:3])[CH3:2]. The catalyst is CO.[Ni]. The product is [C:1]([C:5]1[N:6]([CH3:17])[C:7]2[C:12]([CH:13]=1)=[CH:11][C:10]([NH2:14])=[CH:9][CH:8]=2)([CH3:4])([CH3:2])[CH3:3]. The yield is 0.660. (3) The reactants are [C:1]1([CH3:8])[CH:6]=[CH:5][CH:4]=[C:3]([NH2:7])[CH:2]=1.C([O-])([O-])=O.[K+].[K+].N[C@H](C(O)=O)CC1C=C2C(C=CC=C2)=CC=1.[Cl:31][CH2:32][CH2:33][CH2:34][N:35]1[CH2:45][CH2:44][C:43]2[C:46]3[CH:36]1[CH2:37][CH2:38][C:39]=3[CH:40]=[CH:41][CH:42]=2. The catalyst is CN(C=O)C. The product is [ClH:31].[ClH:31].[CH2:38]1[C:39]2=[C:46]3[C:43](=[CH:42][CH:41]=[CH:40]2)[CH2:44][CH2:45][N:35]([CH2:34][CH2:33][CH2:32][NH:7][C:3]2[CH:2]=[C:1]([CH3:8])[CH:6]=[CH:5][CH:4]=2)[CH:36]3[CH2:37]1. The yield is 0.660. (4) The reactants are [OH:1][C:2]1[C:3]([C:13]#[N:14])=[CH:4][C:5]2[C:6](=[O:12])[CH2:7][CH2:8][CH2:9][C:10]=2[CH:11]=1.[CH3:15][O:16][C:17]1[CH:18]=[C:19]([CH:24]=[CH:25][CH:26]=1)[C:20](=[O:23])[CH2:21]Br.C(=O)([O-])[O-].[K+].[K+].C(OCC)(=O)C. The catalyst is CN(C)C=O.O. The product is [NH2:14][C:13]1[C:3]2[CH:4]=[C:5]3[C:10]([CH2:9][CH2:8][CH2:7][C:6]3=[O:12])=[CH:11][C:2]=2[O:1][C:21]=1[C:20](=[O:23])[C:19]1[CH:24]=[CH:25][CH:26]=[C:17]([O:16][CH3:15])[CH:18]=1. The yield is 0.240. (5) The reactants are [CH:1]([O:14][C:15]([C:17]1([O:20]/[N:21]=[C:22](/[C:26]2[N:27]=[C:28]([NH:31][C:32]([O:34][C:35]([CH3:38])([CH3:37])[CH3:36])=[O:33])[S:29][CH:30]=2)\[C:23](O)=[O:24])[CH2:19][CH2:18]1)=[O:16])([C:8]1[CH:13]=[CH:12][CH:11]=[CH:10][CH:9]=1)[C:2]1[CH:7]=[CH:6][CH:5]=[CH:4][CH:3]=1.[NH2:39][C@@H:40]1[C:43](=[O:44])[NH:42][C@@H:41]1[CH2:45][N:46]1[N:50]=[C:49]2[CH2:51][N:52]([C:54]([O:56][C:57]([CH3:60])([CH3:59])[CH3:58])=[O:55])[CH2:53][C:48]2=[N:47]1.CN(C(ON1N=NC2C=CC=NC1=2)=[N+](C)C)C.F[P-](F)(F)(F)(F)F.CCN(C(C)C)C(C)C. The catalyst is CN(C=O)C.CCOC(C)=O. The yield is 0.810. The product is [CH:1]([O:14][C:15]([C:17]1([O:20]/[N:21]=[C:22](/[C:26]2[N:27]=[C:28]([NH:31][C:32]([O:34][C:35]([CH3:38])([CH3:37])[CH3:36])=[O:33])[S:29][CH:30]=2)\[C:23]([NH:39][C@@H:40]2[C:43](=[O:44])[NH:42][C@@H:41]2[CH2:45][N:46]2[N:50]=[C:49]3[CH2:51][N:52]([C:54]([O:56][C:57]([CH3:60])([CH3:59])[CH3:58])=[O:55])[CH2:53][C:48]3=[N:47]2)=[O:24])[CH2:19][CH2:18]1)=[O:16])([C:2]1[CH:7]=[CH:6][CH:5]=[CH:4][CH:3]=1)[C:8]1[CH:9]=[CH:10][CH:11]=[CH:12][CH:13]=1. (6) The reactants are [N:1]1([C:6]2[CH:11]=[CH:10][C:9]([C:12]3[N:16]([C:17]4[CH:22]=[CH:21][C:20]([C:23](=[O:25])[NH2:24])=[CH:19][C:18]=4[CH3:26])[C:15]([CH2:27][CH2:28][C:29]([O-:31])=[O:30])=[CH:14][CH:13]=3)=[CH:8][CH:7]=2)[CH:5]=[CH:4][N:3]=[CH:2]1.O[Li].O. The catalyst is C1COCC1.O. The product is [N:1]1([C:6]2[CH:11]=[CH:10][C:9]([C:12]3[N:16]([C:17]4[CH:22]=[CH:21][C:20]([C:23](=[O:25])[NH2:24])=[CH:19][C:18]=4[CH3:26])[C:15]([CH2:27][CH2:28][C:29]([OH:31])=[O:30])=[CH:14][CH:13]=3)=[CH:8][CH:7]=2)[CH:5]=[CH:4][N:3]=[CH:2]1. The yield is 0.550.